Dataset: Catalyst prediction with 721,799 reactions and 888 catalyst types from USPTO. Task: Predict which catalyst facilitates the given reaction. (1) Product: [C:8]([NH:11][NH:12][C:30]([C:28]1[CH:29]=[C:24]([C:21]2[CH:22]=[N:23][C:18]([NH:17][C:16]([NH:15][CH2:13][CH3:14])=[O:42])=[CH:19][C:20]=2[C:33]2[S:34][CH:35]=[C:36]([C:38]([F:39])([F:41])[F:40])[N:37]=2)[CH:25]=[N:26][CH:27]=1)=[O:31])(=[O:10])[CH3:9]. Reactant: C(N(CC)CC)C.[C:8]([NH:11][NH2:12])(=[O:10])[CH3:9].[CH2:13]([NH:15][C:16](=[O:42])[NH:17][C:18]1[N:23]=[CH:22][C:21]([C:24]2[CH:25]=[N:26][CH:27]=[C:28]([C:30](O)=[O:31])[CH:29]=2)=[C:20]([C:33]2[S:34][CH:35]=[C:36]([C:38]([F:41])([F:40])[F:39])[N:37]=2)[CH:19]=1)[CH3:14].CN(C(ON1N=NC2C=CC=NC1=2)=[N+](C)C)C.F[P-](F)(F)(F)(F)F. The catalyst class is: 18. (2) Reactant: C(=O)([O-])[O-].[Zn+2:5].[NH2:6][C@H:7]([C:12]([OH:14])=[O:13])[CH2:8][C:9]([OH:11])=[O:10]. Product: [Zn:5].[NH2:6][C@H:7]([C:12]([OH:14])=[O:13])[CH2:8][C:9]([OH:11])=[O:10]. The catalyst class is: 6. (3) Reactant: [F:1][C:2]([F:21])([F:20])[C:3]1[CH:8]=[CH:7][C:6]([C:9]2[CH:18]=[CH:17][CH:16]=[C:15]3[C:10]=2[CH:11]=[CH:12][C:13]([OH:19])=[CH:14]3)=[CH:5][CH:4]=1.C(N(CC)CC)C.[S:29](O[S:29]([C:32]([F:35])([F:34])[F:33])(=[O:31])=[O:30])([C:32]([F:35])([F:34])[F:33])(=[O:31])=[O:30]. Product: [F:33][C:32]([F:35])([F:34])[S:29]([O:19][C:13]1[CH:12]=[CH:11][C:10]2[C:15](=[CH:16][CH:17]=[CH:18][C:9]=2[C:6]2[CH:5]=[CH:4][C:3]([C:2]([F:20])([F:21])[F:1])=[CH:8][CH:7]=2)[CH:14]=1)(=[O:31])=[O:30]. The catalyst class is: 4. (4) Reactant: [CH2:1]([N:4]([CH2:12][CH:13]=C)[C:5](=[O:11])[O:6][C:7]([CH3:10])([CH3:9])[CH3:8])[CH:2]=C.[Br:15][C:16]1[CH:17]=[C:18]2[C:22](=[CH:23][CH:24]=1)[CH2:21][CH:20]([NH2:25])[CH2:19]2.C(N(CC)CC)C.C(O[BH-](OC(=O)C)OC(=O)C)(=O)C.[Na+]. Product: [Br:15][C:16]1[CH:17]=[C:18]2[C:22](=[CH:23][CH:24]=1)[CH2:21][CH:20]([N:25]1[CH2:2][CH2:1][N:4]([C:5]([O:6][C:7]([CH3:8])([CH3:9])[CH3:10])=[O:11])[CH2:12][CH2:13]1)[CH2:19]2. The catalyst class is: 46. (5) Reactant: [CH3:1][C:2]1[CH:30]=[CH:29][C:5]([C:6]([C:8]2[CH:16]=[C:15]([C:17]([OH:19])=[O:18])[C:14]([C:20](=O)[C:21]3[CH:26]=[CH:25][C:24]([CH3:27])=[CH:23][CH:22]=3)=[CH:13][C:9]=2[C:10]([OH:12])=[O:11])=O)=[CH:4][CH:3]=1.[H][H]. Product: [CH3:1][C:2]1[CH:3]=[CH:4][C:5]([CH2:6][C:8]2[CH:16]=[C:15]([C:17]([OH:19])=[O:18])[C:14]([CH2:20][C:21]3[CH:22]=[CH:23][C:24]([CH3:27])=[CH:25][CH:26]=3)=[CH:13][C:9]=2[C:10]([OH:12])=[O:11])=[CH:29][CH:30]=1. The catalyst class is: 331. (6) Reactant: [CH3:1][O:2][C:3]1[C:4]([Cl:13])=[CH:5][CH:6]=[C:7]([Cl:12])[C:8]=1[C:9]([OH:11])=[O:10].[OH-].[Na+:15].C1(C)C=CC=CC=1.O. Product: [CH3:1][O:2][C:3]1[C:8]([C:9]([O-:11])=[O:10])=[C:7]([Cl:12])[CH:6]=[CH:5][C:4]=1[Cl:13].[Na+:15]. The catalyst class is: 93. (7) Reactant: C(N(CC)CC)C.[F:8][C:9]1[CH:14]=[CH:13][C:12]([S:15](Cl)(=[O:17])=[O:16])=[CH:11][CH:10]=1.[Cl:19][C:20]1[CH:21]=[C:22]([CH:36]=[CH:37][C:38]=1[Cl:39])[CH2:23][N:24]1[CH2:29][CH2:28][N:27]([CH2:30][C@H:31]([NH2:35])[CH:32]([CH3:34])[CH3:33])[CH2:26][CH2:25]1. Product: [Cl:19][C:20]1[CH:21]=[C:22]([CH:36]=[CH:37][C:38]=1[Cl:39])[CH2:23][N:24]1[CH2:29][CH2:28][N:27]([CH2:30][C@H:31]([NH:35][S:15]([C:12]2[CH:13]=[CH:14][C:9]([F:8])=[CH:10][CH:11]=2)(=[O:17])=[O:16])[CH:32]([CH3:34])[CH3:33])[CH2:26][CH2:25]1. The catalyst class is: 2.